This data is from Forward reaction prediction with 1.9M reactions from USPTO patents (1976-2016). The task is: Predict the product of the given reaction. (1) Given the reactants [OH:1][CH:2]([CH:7]([N:16]1[C:24]2[C:19](=[CH:20][CH:21]=[CH:22][CH:23]=2)[CH:18]=[CH:17]1)[C:8]1[CH:13]=[CH:12][C:11]([O:14][CH3:15])=[CH:10][CH:9]=1)[C:3](OC)=[O:4].[CH3:25][NH2:26], predict the reaction product. The product is: [OH:1][CH:2]([CH:7]([N:16]1[C:24]2[C:19](=[CH:20][CH:21]=[CH:22][CH:23]=2)[CH:18]=[CH:17]1)[C:8]1[CH:13]=[CH:12][C:11]([O:14][CH3:15])=[CH:10][CH:9]=1)[C:3]([NH:26][CH3:25])=[O:4]. (2) Given the reactants [NH2:1][CH:2]([CH2:12][NH:13][C:14](=[O:20])[O:15][C:16]([CH3:19])([CH3:18])[CH3:17])[CH2:3][NH:4][C:5](=[O:11])[O:6][C:7]([CH3:10])([CH3:9])[CH3:8].C(N(CC)CC)C.[CH3:28][S:29](Cl)(=[O:31])=[O:30].O, predict the reaction product. The product is: [CH3:28][S:29]([NH:1][CH:2]([CH2:12][NH:13][C:14](=[O:20])[O:15][C:16]([CH3:19])([CH3:18])[CH3:17])[CH2:3][NH:4][C:5](=[O:11])[O:6][C:7]([CH3:10])([CH3:9])[CH3:8])(=[O:31])=[O:30]. (3) Given the reactants [OH:1][C:2]1[CH:7]=[CH:6][CH:5]=[CH:4][C:3]=1[CH2:8][C:9]([OH:11])=[O:10].[N+:12]([O-])([OH:14])=[O:13], predict the reaction product. The product is: [OH:1][C:2]1[CH:7]=[C:6]([N+:12]([O-:14])=[O:13])[CH:5]=[CH:4][C:3]=1[CH2:8][C:9]([OH:11])=[O:10]. (4) Given the reactants [CH3:1][C:2]([C:4]1[CH:9]=[CH:8][C:7]([Br:10])=[CH:6][CH:5]=1)=O.[C:11](=[O:14])([O-])[O-].[NH4+:15].[NH4+:16].[C-]#N.[K+].Cl.[CH2:21]([OH:23])C, predict the reaction product. The product is: [Br:10][C:7]1[CH:8]=[CH:9][C:4]([C:2]2([CH3:1])[NH:16][C:21](=[O:23])[NH:15][C:11]2=[O:14])=[CH:5][CH:6]=1. (5) Given the reactants C[O:2][C:3]1[CH:8]=[CH:7][C:6]([C:9]([C:11]2[CH:16]=[CH:15][CH:14]=[CH:13][N:12]=2)=[O:10])=[CH:5][CH:4]=1.B(Br)(Br)Br, predict the reaction product. The product is: [OH:2][C:3]1[CH:8]=[CH:7][C:6]([C:9]([C:11]2[CH:16]=[CH:15][CH:14]=[CH:13][N:12]=2)=[O:10])=[CH:5][CH:4]=1. (6) The product is: [CH:1]1([C:4]2[C:5]([O:15][CH2:16][CH:17]3[CH2:22][CH2:21][N:20]([CH2:47][C:48]4[CH:53]=[C:52]([F:54])[CH:51]=[CH:50][C:49]=4[NH:55][CH:56]([CH3:58])[CH3:57])[CH2:19][CH2:18]3)=[CH:6][C:7]([F:14])=[C:8]([CH:13]=2)[C:9]([OH:11])=[O:10])[CH2:3][CH2:2]1. Given the reactants [CH:1]1([C:4]2[C:5]([O:15][CH2:16][CH:17]3[CH2:22][CH2:21][N:20](CC4N=C(C)SC=4)[CH2:19][CH2:18]3)=[CH:6][C:7]([F:14])=[C:8]([CH:13]=2)[C:9]([O:11]C)=[O:10])[CH2:3][CH2:2]1.C(OOCC1CCN([CH2:47][C:48]2[CH:53]=[C:52]([F:54])[CH:51]=[CH:50][C:49]=2[NH:55][CH:56]([CH3:58])[CH3:57])CC1)(=O)C1C=CC=CC=1, predict the reaction product. (7) Given the reactants [CH:1]1[C:13]2[CH:12]([CH2:14][O:15][C:16]([NH:18][C:19]3[CH:27]=[CH:26][C:22]([C:23](O)=[O:24])=[CH:21][CH:20]=3)=[O:17])[C:11]3[C:6](=[CH:7][CH:8]=[CH:9][CH:10]=3)[C:5]=2[CH:4]=[CH:3][CH:2]=1.S(Cl)([Cl:30])=O, predict the reaction product. The product is: [Cl:30][C:23]([C:22]1[CH:26]=[CH:27][C:19]([NH:18][C:16](=[O:17])[O:15][CH2:14][CH:12]2[C:11]3[CH:10]=[CH:9][CH:8]=[CH:7][C:6]=3[C:5]3[C:13]2=[CH:1][CH:2]=[CH:3][CH:4]=3)=[CH:20][CH:21]=1)=[O:24].